This data is from Catalyst prediction with 721,799 reactions and 888 catalyst types from USPTO. The task is: Predict which catalyst facilitates the given reaction. (1) Reactant: [NH2:1][C:2]1[N:6]([C@@H:7]2[CH2:12][CH2:11][CH2:10][NH:9][CH2:8]2)[N:5]=[C:4]([C:13]2[CH:18]=[CH:17][C:16]([O:19][C:20]3[CH:25]=[CH:24][C:23]([Cl:26])=[CH:22][CH:21]=3)=[CH:15][CH:14]=2)[C:3]=1[C:27]([NH2:29])=[O:28].C(N(CC)C(C)C)(C)C.[F:39][C:40](=[CH2:44])[C:41](O)=[O:42]. Product: [NH2:1][C:2]1[N:6]([C@@H:7]2[CH2:12][CH2:11][CH2:10][N:9]([C:41](=[O:42])[C:40]([F:39])=[CH2:44])[CH2:8]2)[N:5]=[C:4]([C:13]2[CH:14]=[CH:15][C:16]([O:19][C:20]3[CH:25]=[CH:24][C:23]([Cl:26])=[CH:22][CH:21]=3)=[CH:17][CH:18]=2)[C:3]=1[C:27]([NH2:29])=[O:28]. The catalyst class is: 9. (2) Reactant: [CH3:1][O:2][C:3]1[CH:8]=[CH:7][C:6](/[CH:9]=[CH:10]/[N+:11]([O-:13])=[O:12])=[CH:5][C:4]=1[O:14][CH3:15].[C:16]1([CH:23]=CC(O)=[CH:19][CH:18]=1)O.C=CC=C. Product: [CH3:1][O:2][C:3]1[CH:8]=[CH:7][C:6]([C@@H:9]2[CH2:19][CH:18]=[CH:16][CH2:23][C@H:10]2[N+:11]([O-:13])=[O:12])=[CH:5][C:4]=1[O:14][CH3:15]. The catalyst class is: 11. (3) Reactant: [OH:1][C:2]1[C:7]([CH3:8])=[C:6]([OH:9])[CH:5]=[CH:4][C:3]=1[C:10](=[O:20])[CH2:11][C:12]1[CH:17]=[CH:16][C:15]([O:18][CH3:19])=[CH:14][CH:13]=1.C([O-])([O-])=O.[K+].[K+].[C:27](OC(=O)C)(=O)[CH3:28]. Product: [CH3:19][O:18][C:15]1[CH:16]=[CH:17][C:12]([C:11]2[CH:10]([OH:20])[C:3]3[C:2](=[C:7]([CH3:8])[C:6]([OH:9])=[CH:5][CH:4]=3)[O:1][C:27]=2[CH3:28])=[CH:13][CH:14]=1. The catalyst class is: 18. (4) Reactant: [C:1]([N:9]1[CH2:14][C@H:13]([CH3:15])[O:12][C@@H:11]([CH3:16])[CH2:10]1)(=O)[C:2]1[CH:7]=[CH:6][CH:5]=[CH:4][CH:3]=1.[H-].[H-].[H-].[H-].[Li+].[Al+3]. Product: [CH2:1]([N:9]1[CH2:10][C@H:11]([CH3:16])[O:12][C@@H:13]([CH3:15])[CH2:14]1)[C:2]1[CH:3]=[CH:4][CH:5]=[CH:6][CH:7]=1. The catalyst class is: 1. (5) Reactant: C(OC([NH:8][C:9]1[C:14]([C:15]([OH:17])=[O:16])=[CH:13][C:12]([Cl:18])=[N:11][CH:10]=1)=O)(C)(C)C.C(Cl)Cl.C(O)(C(F)(F)F)=O. Product: [NH2:8][C:9]1[C:14]([C:15]([OH:17])=[O:16])=[CH:13][C:12]([Cl:18])=[N:11][CH:10]=1. The catalyst class is: 6. (6) Reactant: Cl[C:2]1[C:11]2[C:6](=[CH:7][CH:8]=[CH:9][CH:10]=2)[N:5]=[CH:4][CH:3]=1.[NH2:12][CH2:13][C:14]1[CH:19]=[CH:18][CH:17]=[CH:16][N:15]=1.CCN(C(C)C)C(C)C. Product: [N:15]1[CH:16]=[CH:17][CH:18]=[CH:19][C:14]=1[CH2:13][NH:12][C:2]1[C:11]2[C:6](=[CH:7][CH:8]=[CH:9][CH:10]=2)[N:5]=[CH:4][CH:3]=1. The catalyst class is: 100. (7) Reactant: [CH3:1][O:2][C:3]1[CH:4]=[C:5](/[C:11](=[CH:14]/[C:15]2[S:16][C:17]([N:20]3[CH2:25][CH2:24][CH:23]([OH:26])[CH2:22][CH2:21]3)=[CH:18][CH:19]=2)/[C:12]#[N:13])[CH:6]=[CH:7][C:8]=1[O:9][CH3:10].Cl.[CH3:28][N:29]([CH3:34])[CH2:30][C:31](O)=[O:32].O.[C:36]1([CH3:46])[CH:41]=[CH:40][C:39]([S:42]([OH:45])(=[O:44])=[O:43])=[CH:38][CH:37]=1. Product: [C:36]1([CH3:46])[CH:37]=[CH:38][C:39]([S:42]([OH:45])(=[O:43])=[O:44])=[CH:40][CH:41]=1.[CH3:28][N:29]([CH2:30][C:31]([O:26][CH:23]1[CH2:22][CH2:21][N:20]([C:17]2[S:16][C:15](/[CH:14]=[C:11](\[C:12]#[N:13])/[C:5]3[CH:6]=[CH:7][C:8]([O:9][CH3:10])=[C:3]([O:2][CH3:1])[CH:4]=3)=[CH:19][CH:18]=2)[CH2:25][CH2:24]1)=[O:32])[CH3:34]. The catalyst class is: 11.